From a dataset of Peptide-MHC class I binding affinity with 185,985 pairs from IEDB/IMGT. Regression. Given a peptide amino acid sequence and an MHC pseudo amino acid sequence, predict their binding affinity value. This is MHC class I binding data. (1) The peptide sequence is INRFTMRHK. The binding affinity (normalized) is 0.351. The MHC is HLA-A30:01 with pseudo-sequence HLA-A30:01. (2) The peptide sequence is TIDAINKCV. The MHC is HLA-A02:02 with pseudo-sequence HLA-A02:02. The binding affinity (normalized) is 0.584. (3) The peptide sequence is FDAVLYYHM. The MHC is HLA-A02:01 with pseudo-sequence HLA-A02:01. The binding affinity (normalized) is 0. (4) The peptide sequence is EMRFAYICT. The MHC is HLA-A68:02 with pseudo-sequence HLA-A68:02. The binding affinity (normalized) is 0.0847. (5) The peptide sequence is RQFPTAFDF. The MHC is Mamu-B52 with pseudo-sequence Mamu-B52. The binding affinity (normalized) is 0.665.